Dataset: Full USPTO retrosynthesis dataset with 1.9M reactions from patents (1976-2016). Task: Predict the reactants needed to synthesize the given product. Given the product [C:28]([C:25]1([C:21]2[CH:20]=[C:19]([CH:24]=[CH:23][CH:22]=2)[C:18]([NH:17][C:13]2[CH:12]=[C:11]([CH:16]=[CH:15][CH:14]=2)[O:10][C:7]2[CH:8]=[CH:9][C:4]3[N:5]([CH:31]=[C:2]([NH:1][C:37]([C:34]4[CH:35]=[CH:36][S:32][CH:33]=4)=[O:38])[N:3]=3)[N:6]=2)=[O:30])[CH2:27][CH2:26]1)#[N:29], predict the reactants needed to synthesize it. The reactants are: [NH2:1][C:2]1[N:3]=[C:4]2[CH:9]=[CH:8][C:7]([O:10][C:11]3[CH:12]=[C:13]([NH:17][C:18](=[O:30])[C:19]4[CH:24]=[CH:23][CH:22]=[C:21]([C:25]5([C:28]#[N:29])[CH2:27][CH2:26]5)[CH:20]=4)[CH:14]=[CH:15][CH:16]=3)=[N:6][N:5]2[CH:31]=1.[S:32]1[CH:36]=[CH:35][C:34]([C:37](O)=[O:38])=[CH:33]1.C(Cl)(=O)C(Cl)=O.O1CCCC1.